From a dataset of Reaction yield outcomes from USPTO patents with 853,638 reactions. Predict the reaction yield, written as a fraction of the theoretical maximum amount of product (1.0 means a 100% yield; for example, 0.34 means a 34% yield). (1) The reactants are [Cl:1][C:2]1[CH:3]=[C:4]([NH:8][C:9](SC)=[C:10]([C:14]#[N:15])[C:11]([NH2:13])=O)[CH:5]=[CH:6][CH:7]=1.[OH2:18].[NH2:19][NH2:20]. The catalyst is C(O)C. The product is [NH2:13][C:11]1[NH:20][N:19]=[C:9]([NH:8][C:4]2[CH:5]=[CH:6][CH:7]=[C:2]([Cl:1])[CH:3]=2)[C:10]=1[C:14]([NH2:15])=[O:18]. The yield is 0.830. (2) The reactants are C1(P(C2C=CC=CC=2)C2C=CC=CC=2)C=CC=CC=1.[C:20]1(=[O:30])[NH:24][C:23](=[O:25])[C:22]2=[CH:26][CH:27]=[CH:28][CH:29]=[C:21]12.[Br:31][C:32]1[CH:33]=[N:34][CH:35]=[C:36]([CH2:38]O)[CH:37]=1.N(C(OCC)=O)=NC(OCC)=O. The catalyst is C1COCC1. The product is [Br:31][C:32]1[CH:37]=[C:36]([CH2:38][N:24]2[C:20](=[O:30])[C:21]3=[CH:29][CH:28]=[CH:27][CH:26]=[C:22]3[C:23]2=[O:25])[CH:35]=[N:34][CH:33]=1. The yield is 0.850. (3) The reactants are CO.Cl.[CH2:4]([NH:11][CH2:12][CH2:13][C:14]1[N:18]([C@@H:19]2[CH2:28][C:27]3[C:22](=[C:23]([F:30])[CH:24]=[C:25]([F:29])[CH:26]=3)[O:21][CH2:20]2)[C:17](=[S:31])[NH:16][CH:15]=1)[C:5]1[CH:10]=[CH:9][CH:8]=[CH:7][CH:6]=1.[OH-].[Na+]. The catalyst is O. The product is [CH2:4]([NH:11][CH2:12][CH2:13][C:14]1[N:18]([C@@H:19]2[CH2:28][C:27]3[C:22](=[C:23]([F:30])[CH:24]=[C:25]([F:29])[CH:26]=3)[O:21][CH2:20]2)[C:17](=[S:31])[NH:16][CH:15]=1)[C:5]1[CH:10]=[CH:9][CH:8]=[CH:7][CH:6]=1. The yield is 0.960. (4) The reactants are [F:1][C:2]1[CH:7]=[C:6]([F:8])[CH:5]=[CH:4][C:3]=1[N:9]1[C:13]([C:14]2[S:23][C:22]3[C:21]4[N:24]=[C:25]([C:28]5[CH:29]=[N:30][C:31](F)=[C:32]([CH3:34])[CH:33]=5)[CH:26]=[CH:27][C:20]=4[O:19][CH2:18][CH2:17][C:16]=3[CH:15]=2)=[N:12][CH:11]=[N:10]1.[CH3:36][N:37]1[CH2:42][CH2:41][NH:40][CH2:39][CH2:38]1. The catalyst is CN1C(=O)CCC1. The product is [F:1][C:2]1[CH:7]=[C:6]([F:8])[CH:5]=[CH:4][C:3]=1[N:9]1[C:13]([C:14]2[S:23][C:22]3[C:21]4[N:24]=[C:25]([C:28]5[CH:29]=[N:30][C:31]([N:40]6[CH2:41][CH2:42][N:37]([CH3:36])[CH2:38][CH2:39]6)=[C:32]([CH3:34])[CH:33]=5)[CH:26]=[CH:27][C:20]=4[O:19][CH2:18][CH2:17][C:16]=3[CH:15]=2)=[N:12][CH:11]=[N:10]1. The yield is 0.310.